From a dataset of Reaction yield outcomes from USPTO patents with 853,638 reactions. Predict the reaction yield, written as a fraction of the theoretical maximum amount of product (1.0 means a 100% yield; for example, 0.34 means a 34% yield). (1) The reactants are [H-].[Na+].[CH3:3][C:4]1[N:9]=[CH:8][C:7]([OH:10])=[CH:6][CH:5]=1.F[C:12]1[CH:17]=[CH:16][C:15]([N+:18]([O-:20])=[O:19])=[CH:14][C:13]=1[CH3:21]. The catalyst is CN(C=O)C. The product is [CH3:3][C:4]1[CH:5]=[CH:6][C:7]([O:10][C:12]2[CH:17]=[CH:16][C:15]([N+:18]([O-:20])=[O:19])=[CH:14][C:13]=2[CH3:21])=[CH:8][N:9]=1. The yield is 0.810. (2) The reactants are [H-].[Na+].[C:3](#[N:5])[CH3:4].[F:6][C:7]([F:14])([F:13])[C:8](OCC)=[O:9]. The catalyst is O1CCOCC1. The product is [F:6][C:7]([F:14])([F:13])[C:8](=[O:9])[CH2:4][C:3]#[N:5]. The yield is 0.400. (3) The reactants are F[C:2]1[CH:7]=[CH:6][CH:5]=[CH:4][C:3]=1[C:8]1[C:17]2[C:12](=[CH:13][CH:14]=[CH:15][CH:16]=2)[CH:11]=[CH:10][C:9]=1[OH:18].CN1CCCC1=O.C(=O)([O-])[O-].[K+].[K+]. The catalyst is O. The product is [CH:16]1[C:17]2[C:8]3[C:3]4[CH:4]=[CH:5][CH:6]=[CH:7][C:2]=4[O:18][C:9]=3[CH:10]=[CH:11][C:12]=2[CH:13]=[CH:14][CH:15]=1. The yield is 0.860. (4) The reactants are [Br:1][C:2]1[CH:10]=[CH:9][CH:8]=[CH:7][C:3]=1[C:4]([OH:6])=O.N#N.C(Cl)(=O)C(Cl)=O.[C:19]1([C:25]2NN=[N:27][N:26]=2)[CH:24]=[CH:23][CH:22]=[CH:21][CH:20]=1. The catalyst is CN(C=O)C.N1C=CC=CC=1.ClCCl. The product is [Br:1][C:2]1[CH:10]=[CH:9][CH:8]=[CH:7][C:3]=1[C:4]1[O:6][C:25]([C:19]2[CH:24]=[CH:23][CH:22]=[CH:21][CH:20]=2)=[N:26][N:27]=1. The yield is 0.690. (5) The reactants are C(#N)C.[NH2:4][C:5]1[CH:10]=[CH:9][C:8]([SH:11])=[CH:7][CH:6]=1.C(N(CC)CC)C.I[C:20]([F:29])([F:28])[C:21]([F:27])([F:26])[C:22]([F:25])([F:24])[F:23]. The catalyst is CCOCC. The product is [F:26][C:21]([F:27])([C:22]([F:25])([F:24])[F:23])[C:20]([F:29])([F:28])[S:11][C:8]1[CH:9]=[CH:10][C:5]([NH2:4])=[CH:6][CH:7]=1. The yield is 0.630. (6) The reactants are [CH:1]1[C:6]([CH:7]=[O:8])=[CH:5][CH:4]=[C:3]([CH:9]=O)[CH:2]=1.[NH2:11][N:12]1[CH2:17][CH2:16][N:15]([CH3:18])[CH2:14][CH2:13]1. No catalyst specified. The product is [CH3:18][N:15]1[CH2:16][CH2:17][N:12]([N:11]=[CH:9][C:3]2[CH:2]=[CH:1][C:6]([CH:7]=[O:8])=[CH:5][CH:4]=2)[CH2:13][CH2:14]1. The yield is 0.820. (7) The reactants are [Br:1][C:2]1[CH:7]=[CH:6][C:5]([OH:8])=[CH:4][CH:3]=1.O[C:10]12[CH2:19][CH:14]3[CH2:15][CH:16]([CH2:18][CH:12]([C:13]3=[O:20])[CH2:11]1)[CH2:17]2.CS(O)(=O)=O. No catalyst specified. The product is [Br:1][C:2]1[CH:7]=[CH:6][C:5]([OH:8])=[C:4]([C:16]23[CH2:18][CH:12]4[CH2:11][CH:10]([CH2:19][CH:14]([C:13]4=[O:20])[CH2:15]2)[CH2:17]3)[CH:3]=1. The yield is 0.790.